This data is from Forward reaction prediction with 1.9M reactions from USPTO patents (1976-2016). The task is: Predict the product of the given reaction. (1) Given the reactants [C:1]1([C:7]2[CH:12]=[C:11]([C:13]([F:16])([F:15])[F:14])[CH:10]=[CH:9][C:8]=2[O:17][CH2:18][C:19]2[CH:24]=[CH:23][CH:22]=[CH:21][CH:20]=2)[CH2:6][CH2:5][CH2:4][CH2:3][CH:2]=1.ClC1C=CC=C(C(OO)=[O:33])C=1, predict the reaction product. The product is: [C:19]1([CH2:18][O:17][C:8]2[CH:9]=[CH:10][C:11]([C:13]([F:14])([F:15])[F:16])=[CH:12][C:7]=2[C:1]23[O:33][CH:6]2[CH2:5][CH2:4][CH2:3][CH2:2]3)[CH:24]=[CH:23][CH:22]=[CH:21][CH:20]=1. (2) Given the reactants [CH3:1][C:2]1[C@@H:19]([O:20][C:21]([C@H:23]([OH:40])[C@@H:24]([NH:31][C:32](C2C=CC=CC=2)=[O:33])[C:25]2[CH:26]=[CH:27][CH:28]=[CH:29][CH:30]=2)=[O:22])[CH2:18][C@:14]2([OH:41])[C:15]([CH3:17])([CH3:16])[C:3]=1[C@@H:4]([O:59]C(C)=O)[C:5]([C@@:7]1([CH3:58])[C@H:12]([C@@H:13]2[O:42][C:43]([C:45]2[CH:46]=[CH:47][CH:48]=[CH:49][CH:50]=2)=[O:44])[C@:11]2([O:53][C:54]([CH3:56])=[O:55])[CH2:51][O:52][C@@H:10]2[CH2:9][C@@H:8]1[OH:57])=[O:6].C([O-])(O)=[O:64].[Na+].[CH3:68][C:69](OC(OC(O[C:69]([CH3:71])([CH3:70])[CH3:68])=O)=O)([CH3:71])[CH3:70], predict the reaction product. The product is: [CH3:1][C:2]1[C@@H:19]([O:20][C:21]([C@H:23]([OH:40])[C@@H:24]([NH:31][C:32]([O:33][C:69]([CH3:71])([CH3:70])[CH3:68])=[O:64])[C:25]2[CH:26]=[CH:27][CH:28]=[CH:29][CH:30]=2)=[O:22])[CH2:18][C@:14]2([OH:41])[C:15]([CH3:17])([CH3:16])[C:3]=1[C@@H:4]([OH:59])[C:5]([C@@:7]1([CH3:58])[C@H:12]([C@@H:13]2[O:42][C:43]([C:45]2[CH:50]=[CH:49][CH:48]=[CH:47][CH:46]=2)=[O:44])[C@:11]2([O:53][C:54]([CH3:56])=[O:55])[CH2:51][O:52][C@@H:10]2[CH2:9][C@@H:8]1[OH:57])=[O:6]. (3) Given the reactants [C:1]([O:5][C@@H:6]([C:11]1[C:40]([CH3:41])=[C:39]([CH:42]=C)[C:38]2=[N:44][C:35]3=[CH:36][N:37]2[C:12]=1[N:13]1[CH2:50][CH2:49][C:16]([CH3:51])([O:17][CH2:18][CH2:19][CH2:20][CH2:21][C@H:22]([CH3:48])[O:23][C:24]2[CH:25]=[CH:26][C:27]([F:47])=[C:28]([F:46])[C:29]=2[C:30]2[CH:45]=[C:34]3[CH:33]=[CH:32][CH:31]=2)[CH2:15][CH2:14]1)[C:7]([O:9][CH3:10])=[O:8])([CH3:4])([CH3:3])[CH3:2].I([O-])(=O)(=O)=[O:53].[Na+].CC(=O)OCC, predict the reaction product. The product is: [C:1]([O:5][C@@H:6]([C:11]1[C:40]([CH3:41])=[C:39]([CH:42]=[O:53])[C:38]2=[N:44][C:35]3=[CH:36][N:37]2[C:12]=1[N:13]1[CH2:50][CH2:49][C:16]([CH3:51])([O:17][CH2:18][CH2:19][CH2:20][CH2:21][C@H:22]([CH3:48])[O:23][C:24]2[CH:25]=[CH:26][C:27]([F:47])=[C:28]([F:46])[C:29]=2[C:30]2[CH:45]=[C:34]3[CH:33]=[CH:32][CH:31]=2)[CH2:15][CH2:14]1)[C:7]([O:9][CH3:10])=[O:8])([CH3:3])([CH3:4])[CH3:2]. (4) The product is: [NH2:47][C:45]1[N:46]=[C:37]([C:33]2[CH:32]=[C:31]([O:30][CH2:29][C@@H:27]([NH:26][P:18]([C:12]3[CH:17]=[CH:16][CH:15]=[CH:14][CH:13]=3)([C:20]3[CH:21]=[CH:22][CH:23]=[CH:24][CH:25]=3)=[O:19])[CH2:28][CH2:1][C:2]3[S:3][CH:4]=[CH:5][N:6]=3)[CH:36]=[N:35][CH:34]=2)[CH:38]=[C:39]2[C:44]=1[CH:43]=[N:42][C:41]1[CH:48]=[C:49]([O:54][CH3:55])[C:50]([O:52][CH3:53])=[CH:51][C:40]2=1. Given the reactants [CH3:1][C:2]1[S:3][CH:4]=[CH:5][N:6]=1.[Li]CCCC.[C:12]1([P:18]([N@:26]2[CH2:28][CH:27]2[CH2:29][O:30][C:31]2[CH:32]=[C:33]([C:37]3[CH:38]=[C:39]4[C:44](=[C:45]([NH2:47])[N:46]=3)[CH:43]=[N:42][C:41]3[CH:48]=[C:49]([O:54][CH3:55])[C:50]([O:52][CH3:53])=[CH:51][C:40]4=3)[CH:34]=[N:35][CH:36]=2)([C:20]2[CH:25]=[CH:24][CH:23]=[CH:22][CH:21]=2)=[O:19])[CH:17]=[CH:16][CH:15]=[CH:14][CH:13]=1, predict the reaction product. (5) Given the reactants [NH2:1][C:2]1[C:3]([NH:23][CH2:24][C@@H:25]2[CH2:29][CH2:28][CH2:27][N:26]2[C:30]([O:32][C:33]([CH3:36])([CH3:35])[CH3:34])=[O:31])=[N:4][CH:5]=[N:6][C:7]=1[N:8]([CH2:16][C:17]1[CH:22]=[CH:21][CH:20]=[CH:19][CH:18]=1)[CH2:9][C:10]1[CH:15]=[CH:14][CH:13]=[CH:12][CH:11]=1.[C:37](N1C=CN=C1)(N1C=CN=C1)=[O:38].CCN(C(C)C)C(C)C, predict the reaction product. The product is: [CH2:9]([N:8]([CH2:16][C:17]1[CH:22]=[CH:21][CH:20]=[CH:19][CH:18]=1)[C:7]1[N:6]=[CH:5][N:4]=[C:3]2[C:2]=1[NH:1][C:37](=[O:38])[N:23]2[CH2:24][C@@H:25]1[CH2:29][CH2:28][CH2:27][N:26]1[C:30]([O:32][C:33]([CH3:36])([CH3:35])[CH3:34])=[O:31])[C:10]1[CH:11]=[CH:12][CH:13]=[CH:14][CH:15]=1. (6) Given the reactants Cl[C:2]1[N:7]=[C:6]([N:8]([CH3:13])[S:9]([CH3:12])(=[O:11])=[O:10])[C:5]([F:14])=[C:4]([NH:15][C:16]2[CH:20]=[C:19]([CH3:21])[NH:18][N:17]=2)[N:3]=1.ClC1C(NC2C=C(OC)NN=2)=NC([NH:29][C@H:30]([C:32]2[N:37]=[CH:36][C:35]([F:38])=[CH:34][N:33]=2)[CH3:31])=NC=1.CCN(C(C)C)C(C)C, predict the reaction product. The product is: [F:14][C:5]1[C:6]([N:8]([CH3:13])[S:9]([CH3:12])(=[O:11])=[O:10])=[N:7][C:2]([NH:29][C@H:30]([C:32]2[N:37]=[CH:36][C:35]([F:38])=[CH:34][N:33]=2)[CH3:31])=[N:3][C:4]=1[NH:15][C:16]1[CH:20]=[C:19]([CH3:21])[NH:18][N:17]=1. (7) Given the reactants [CH:1]1([CH2:4][O:5][C:6]2[CH:11]=[CH:10][C:9]([S:12]([CH2:15][CH3:16])(=[O:14])=[O:13])=[CH:8][C:7]=2B2OC(C)(C)C(C)(C)O2)[CH2:3][CH2:2]1.Br[C:27]1[C:28]2[CH:37]=[C:36]([C:38]([NH2:40])=[O:39])[S:35][C:29]=2[C:30](=[O:34])[N:31]([CH3:33])[CH:32]=1.[O-]P([O-])([O-])=O.[K+].[K+].[K+], predict the reaction product. The product is: [CH:1]1([CH2:4][O:5][C:6]2[CH:11]=[CH:10][C:9]([S:12]([CH2:15][CH3:16])(=[O:13])=[O:14])=[CH:8][C:7]=2[C:27]2[C:28]3[CH:37]=[C:36]([C:38]([NH2:40])=[O:39])[S:35][C:29]=3[C:30](=[O:34])[N:31]([CH3:33])[CH:32]=2)[CH2:2][CH2:3]1. (8) Given the reactants N([O-])=O.[Na+].N[C:6]1[S:7][C:8]([CH2:15][CH3:16])=[C:9]([C:11]([O:13][CH3:14])=[O:12])[N:10]=1.[Na+].[Cl-:18].OS(O)(=O)=O, predict the reaction product. The product is: [Cl:18][C:6]1[S:7][C:8]([CH2:15][CH3:16])=[C:9]([C:11]([O:13][CH3:14])=[O:12])[N:10]=1. (9) Given the reactants [Br:1][C:2]1[C:3]([CH3:23])=[CH:4][C:5]([CH:8]([N:13]=CC2C=CC(OC)=CC=2)[C:9]([F:12])([F:11])[F:10])=[N:6][CH:7]=1.O1CCOCC1.Cl.O, predict the reaction product. The product is: [Br:1][C:2]1[C:3]([CH3:23])=[CH:4][C:5]([CH:8]([NH2:13])[C:9]([F:10])([F:11])[F:12])=[N:6][CH:7]=1. (10) Given the reactants [O:1]=[C:2]1[NH:7][C:6]2[CH:8]=[C:9](/[C:12](=[CH:15]\[C:16]3[CH:21]=[CH:20][CH:19]=[CH:18][CH:17]=3)/[CH:13]=O)[CH:10]=[CH:11][C:5]=2[O:4][CH2:3]1.[CH2:22]([NH:24][C:25]([NH2:27])=[S:26])[CH3:23].Cl.C([O-])(O)=O.[Na+], predict the reaction product. The product is: [CH2:22]([NH:24][C:25]1[S:26][CH:15]([C:16]2[CH:21]=[CH:20][CH:19]=[CH:18][CH:17]=2)[C:12]([C:9]2[CH:10]=[CH:11][C:5]3[O:4][CH2:3][C:2](=[O:1])[NH:7][C:6]=3[CH:8]=2)=[CH:13][N:27]=1)[CH3:23].